This data is from Catalyst prediction with 721,799 reactions and 888 catalyst types from USPTO. The task is: Predict which catalyst facilitates the given reaction. Reactant: C(OC([NH:11][C@H:12]1[CH2:17][CH2:16][N:15]([C:18]([O:20][C:21]([CH3:24])([CH3:23])[CH3:22])=[O:19])[CH2:14][C@H:13]1[N:25]([CH3:27])[CH3:26])=O)C1C=CC=CC=1.[H][H]. Product: [NH2:11][C@H:12]1[CH2:17][CH2:16][N:15]([C:18]([O:20][C:21]([CH3:22])([CH3:23])[CH3:24])=[O:19])[CH2:14][C@H:13]1[N:25]([CH3:27])[CH3:26]. The catalyst class is: 293.